Dataset: HIV replication inhibition screening data with 41,000+ compounds from the AIDS Antiviral Screen. Task: Binary Classification. Given a drug SMILES string, predict its activity (active/inactive) in a high-throughput screening assay against a specified biological target. (1) The drug is Cc1cc(Cl)c2c(c1)C(=NO)C(=Cc1ccco1)O2. The result is 0 (inactive). (2) The drug is NC(=O)NN=C(c1nc2ccc([N+](=O)[O-])cc2nc1O)C(O)c1ccco1. The result is 0 (inactive). (3) The drug is Cc1ccc(NC(=O)C(=O)Cc2cccc[n+]2[O-])cc1C. The result is 0 (inactive). (4) The drug is Nc1cc(C(F)(F)F)ccc1S. The result is 0 (inactive). (5) The molecule is O=S(=O)(O)c1cc(N=Nc2cc(S(=O)(=O)O)c3ccccc3c2O)ccc1C=Cc1ccc(N=Nc2cc(S(=O)(=O)O)c3ccccc3c2O)cc1S(=O)(=O)O. The result is 1 (active). (6) The drug is CC(=O)N(C(=O)CC(=O)NN)c1ccc(Cl)cc1. The result is 0 (inactive). (7) The drug is O=c1ccc2nc3cc(Br)ccc3sc-2c1. The result is 0 (inactive).